From a dataset of Reaction yield outcomes from USPTO patents with 853,638 reactions. Predict the reaction yield, written as a fraction of the theoretical maximum amount of product (1.0 means a 100% yield; for example, 0.34 means a 34% yield). (1) The product is [Br:1][C:2]1[CH:11]=[CH:10][C:5]([O:6][CH2:7][CH2:8][NH:9][C:19](=[O:21])[CH3:20])=[CH:4][CH:3]=1. The yield is 0.670. The reactants are [Br:1][C:2]1[CH:11]=[CH:10][C:5]([O:6][CH2:7][CH2:8][NH2:9])=[CH:4][CH:3]=1.C(N(CC)CC)C.[C:19](OC(=O)C)(=[O:21])[CH3:20]. The catalyst is C(Cl)Cl.C(OCC)(=O)C. (2) The reactants are [ClH:1].[CH3:2][NH:3][C@H:4]1[CH2:13][CH2:12][C:11]2[C:6](=[CH:7][CH:8]=[CH:9][C:10]=2[C:14]2[C:15]([CH3:21])=[N:16][N:17]([CH3:20])[C:18]=2[CH3:19])[CH2:5]1. The catalyst is CCOCC. The product is [ClH:1].[CH3:2][NH:3][C@H:4]1[CH2:13][CH2:12][C:11]2[C:6](=[CH:7][CH:8]=[CH:9][C:10]=2[C:14]2[C:15]([CH3:21])=[N:16][N:17]([CH3:20])[C:18]=2[CH3:19])[CH2:5]1. The yield is 0.990. (3) The reactants are [H-].[Na+].[CH3:3][CH2:4][O:5][C:6]([CH:8]([C:16]([O:18][CH2:19][CH3:20])=[O:17])[CH2:9][C:10]1[CH:15]=[CH:14][CH:13]=[CH:12][CH:11]=1)=[O:7].Cl.[CH2:22]([C:26]1[N:27]([CH2:33][C:34]2[CH:39]=[CH:38][CH:37]=[CH:36][C:35]=2[Cl:40])[C:28](CCl)=[CH:29][N:30]=1)[CH2:23][CH2:24][CH3:25]. The catalyst is CN(C)C=O. The product is [CH2:22]([C:26]1[N:27]([CH2:33][C:34]2[CH:39]=[CH:38][CH:37]=[CH:36][C:35]=2[Cl:40])[C:28]([C:8]([CH2:9][C:10]2[CH:15]=[CH:14][CH:13]=[CH:12][CH:11]=2)([C:6]([O:5][CH2:4][CH3:3])=[O:7])[C:16]([O:18][CH2:19][CH3:20])=[O:17])=[CH:29][N:30]=1)[CH2:23][CH2:24][CH3:25]. The yield is 0.850. (4) The reactants are [Cl:1][C:2]1[CH:3]=[C:4]([CH:9]([CH2:18][CH:19]2[CH2:23][CH2:22][CH:21]([OH:24])[CH2:20]2)[C:10]([NH:12][C:13]2[S:14][CH:15]=[CH:16][N:17]=2)=[O:11])[CH:5]=[CH:6][C:7]=1[Cl:8].[C:25](OC(=O)C)(=[O:27])[CH3:26]. The catalyst is N1C=CC=CC=1.C(Cl)Cl. The product is [Cl:1][C:2]1[CH:3]=[C:4]([CH:9]([C:10](=[O:11])[NH:12][C:13]2[S:14][CH:15]=[CH:16][N:17]=2)[CH2:18][CH:19]2[CH2:23][CH2:22][CH:21]([O:24][C:25](=[O:27])[CH3:26])[CH2:20]2)[CH:5]=[CH:6][C:7]=1[Cl:8]. The yield is 0.490. (5) The reactants are C(N(C(C)C)CC)(C)C.Cl.[CH:11]1([NH:14][C:15](=[O:28])[C:16]2[CH:21]=[CH:20][CH:19]=[C:18]([C:22]3[CH2:23][CH2:24][NH:25][CH2:26][CH:27]=3)[N:17]=2)[CH2:13][CH2:12]1.[F:29][C:30]([F:41])([F:40])[O:31][C:32]1[CH:39]=[CH:38][C:35]([CH:36]=O)=[CH:34][CH:33]=1.[BH3-]C#N.[Na+]. No catalyst specified. The product is [CH:11]1([NH:14][C:15]([C:16]2[N:17]=[C:18]([C:22]3[CH2:23][CH2:24][N:25]([CH2:36][C:35]4[CH:38]=[CH:39][C:32]([O:31][C:30]([F:29])([F:40])[F:41])=[CH:33][CH:34]=4)[CH2:26][CH:27]=3)[CH:19]=[CH:20][CH:21]=2)=[O:28])[CH2:13][CH2:12]1. The yield is 0.230. (6) The reactants are C([O:5][C:6](=[O:37])[C:7]1[CH:12]=[CH:11][C:10]([CH2:13][N:14]2[CH:23]=[CH:22][C:21]3[C:16](=[CH:17][C:18]([NH:24][C:25](=[O:35])[CH2:26][C:27]4[CH:32]=[CH:31][C:30]([O:33][CH3:34])=[CH:29][CH:28]=4)=[CH:19][CH:20]=3)[C:15]2=[O:36])=[CH:9][CH:8]=1)(C)(C)C.FC(F)(F)C(O)=O. No catalyst specified. The product is [CH3:34][O:33][C:30]1[CH:31]=[CH:32][C:27]([CH2:26][C:25]([NH:24][C:18]2[CH:17]=[C:16]3[C:21]([CH:22]=[CH:23][N:14]([CH2:13][C:10]4[CH:9]=[CH:8][C:7]([C:6]([OH:37])=[O:5])=[CH:12][CH:11]=4)[C:15]3=[O:36])=[CH:20][CH:19]=2)=[O:35])=[CH:28][CH:29]=1. The yield is 0.895. (7) The reactants are [N:1]1([CH2:10][CH2:11][NH:12][C:13](=[O:23])/[CH:14]=[CH:15]/[C:16]2[CH:21]=[CH:20][CH:19]=[CH:18][C:17]=2F)[C:5]2C=CC=C[C:4]=2[N:3]=[CH:2]1.[CH3:24][O:25][C:26](C1C=C(/C=C/C(O)=O)C=CC=1)=[O:27].NCCN1C=CN=C1.CCN=C=NCCCN(C)C.Cl. The catalyst is C(Cl)Cl. The product is [CH3:24][O:25][C:26]([C:20]1[CH:21]=[C:16](/[CH:15]=[CH:14]/[C:13]([NH:12][CH2:11][CH2:10][N:1]2[CH:5]=[CH:4][N:3]=[CH:2]2)=[O:23])[CH:17]=[CH:18][CH:19]=1)=[O:27]. The yield is 0.330.